Dataset: Full USPTO retrosynthesis dataset with 1.9M reactions from patents (1976-2016). Task: Predict the reactants needed to synthesize the given product. (1) Given the product [CH2:27]([O:26][C:5]1[C:4]2[C:9](=[CH:10][CH:11]=[C:2]([N:1]3[CH:33]=[CH:37][CH:36]=[CH:35]3)[CH:3]=2)[C:8](=[O:12])[N:7]([CH2:13][CH:14]([CH3:16])[CH3:15])[C:6]=1[CH2:17][NH:18][C:19](=[O:25])[O:20][C:21]([CH3:23])([CH3:22])[CH3:24])[CH2:28][CH2:29][CH3:30], predict the reactants needed to synthesize it. The reactants are: [NH2:1][C:2]1[CH:3]=[C:4]2[C:9](=[CH:10][CH:11]=1)[C:8](=[O:12])[N:7]([CH2:13][CH:14]([CH3:16])[CH3:15])[C:6]([CH2:17][NH:18][C:19](=[O:25])[O:20][C:21]([CH3:24])([CH3:23])[CH3:22])=[C:5]2[O:26][CH2:27][CH2:28][CH2:29][CH3:30].CO[CH:33]1[CH2:37][CH2:36][CH:35](OC)O1.O. (2) Given the product [OH:16][CH2:15][CH:14]([NH:13][C:10]([C:8]1[CH:7]=[CH:6][C:5]2[O:1][CH2:2][O:3][C:4]=2[CH:9]=1)=[O:12])[CH2:17][CH2:18][CH3:19], predict the reactants needed to synthesize it. The reactants are: [O:1]1[C:5]2[CH:6]=[CH:7][C:8]([C:10]([OH:12])=O)=[CH:9][C:4]=2[O:3][CH2:2]1.[NH2:13][CH:14]([CH2:17][CH2:18][CH3:19])[CH2:15][OH:16]. (3) Given the product [Cl:1][C:2]1[C:9]([Cl:10])=[CH:8][CH:7]=[CH:6][C:3]=1[CH2:4][NH:5][C:22](=[O:23])[CH:21]([C:16]1[CH:17]=[CH:18][CH:19]=[C:20]2[C:15]=1[CH:14]=[CH:13][N:12]=[CH:11]2)[CH3:25], predict the reactants needed to synthesize it. The reactants are: [Cl:1][C:2]1[C:9]([Cl:10])=[CH:8][CH:7]=[CH:6][C:3]=1[CH2:4][NH2:5].[CH:11]1[C:20]2[C:15](=[C:16]([CH:21]([CH3:25])[C:22](O)=[O:23])[CH:17]=[CH:18][CH:19]=2)[CH:14]=[CH:13][N:12]=1.C1C2C(=C(CC(O)=O)C=CC=2)C=CN=1. (4) Given the product [Cl:25][C:2]1[CH:3]=[C:4]([O:21][CH:22]([F:24])[F:23])[CH:5]=[C:6]2[C:10]=1[C:9](=[O:11])[N:8]([CH:12]([C:14]1[CH:19]=[CH:18][C:17]([Cl:20])=[CH:16][CH:15]=1)[CH3:13])[CH2:7]2, predict the reactants needed to synthesize it. The reactants are: I[C:2]1[CH:3]=[C:4]([O:21][CH:22]([F:24])[F:23])[CH:5]=[C:6]2[C:10]=1[C:9](=[O:11])[N:8]([CH:12]([C:14]1[CH:19]=[CH:18][C:17]([Cl:20])=[CH:16][CH:15]=1)[CH3:13])[CH2:7]2.[Cl:25]CCl. (5) The reactants are: Cl.Cl.[CH2:3]([NH:5][C:6]1[NH:10][C:9]2[CH:11]=[CH:12][C:13]([C:15]3[CH:16]=[CH:17][C:18]4[O:24][CH2:23][CH2:22][NH:21][CH2:20][C:19]=4[CH:25]=3)=[CH:14][C:8]=2[N:7]=1)[CH3:4].Cl[C:27]1[N:36]=[C:35](Cl)[C:34]2[C:29](=[CH:30][CH:31]=[CH:32][CH:33]=2)[N:28]=1.[CH3:38][NH2:39]. Given the product [CH2:3]([NH:5][C:6]1[NH:7][C:8]2[CH:14]=[C:13]([C:15]3[CH:16]=[CH:17][C:18]4[O:24][CH2:23][CH2:22][N:21]([C:35]5[C:34]6[C:29](=[CH:30][CH:31]=[CH:32][CH:33]=6)[N:28]=[C:27]([NH:39][CH3:38])[N:36]=5)[CH2:20][C:19]=4[CH:25]=3)[CH:12]=[CH:11][C:9]=2[N:10]=1)[CH3:4], predict the reactants needed to synthesize it. (6) Given the product [CH3:42][N:43]1[C:47](=[O:48])[C:46](=[CH:28][C:27]2[CH:30]=[CH:31][C:32]([O:33][C:34]([F:37])([F:36])[F:35])=[C:25]([C:22]3[CH:23]=[C:24]4[C:19]([C:18]([CH3:39])([CH3:40])[CH2:17][C:16](=[O:41])[N:15]4[CH3:14])=[CH:20][C:21]=3[CH3:38])[CH:26]=2)[S:45][C:44]1=[O:49], predict the reactants needed to synthesize it. The reactants are: C1(C)C=CC=CC=1.N1CCCCC1.[CH3:14][N:15]1[C:24]2[C:19](=[CH:20][C:21]([CH3:38])=[C:22]([C:25]3[CH:26]=[C:27]([CH:30]=[CH:31][C:32]=3[O:33][C:34]([F:37])([F:36])[F:35])[CH:28]=O)[CH:23]=2)[C:18]([CH3:40])([CH3:39])[CH2:17][C:16]1=[O:41].[CH3:42][N:43]1[C:47](=[O:48])[CH2:46][S:45][C:44]1=[O:49].